Dataset: Forward reaction prediction with 1.9M reactions from USPTO patents (1976-2016). Task: Predict the product of the given reaction. (1) The product is: [Cl:8][C:9]1[CH:10]=[C:11]([NH:23][C:24]2[C:33]3[C:28](=[CH:29][CH:30]=[CH:31][C:32]=3[O:34][C@H:35]([CH3:39])[CH2:36][N:37]([CH3:38])[C:4](=[O:6])[C@H:3]([O:2][CH3:1])[CH3:7])[N:27]=[CH:26][N:25]=2)[CH:12]=[CH:13][C:14]=1[O:15][CH2:16][C:17]1[CH:22]=[CH:21][CH:20]=[CH:19][N:18]=1. Given the reactants [CH3:1][O:2][C@H:3]([CH3:7])[C:4]([OH:6])=O.[Cl:8][C:9]1[CH:10]=[C:11]([NH:23][C:24]2[C:33]3[C:28](=[CH:29][CH:30]=[CH:31][C:32]=3[O:34][C@H:35]([CH3:39])[CH2:36][NH:37][CH3:38])[N:27]=[CH:26][N:25]=2)[CH:12]=[CH:13][C:14]=1[O:15][CH2:16][C:17]1[CH:22]=[CH:21][CH:20]=[CH:19][N:18]=1, predict the reaction product. (2) Given the reactants [Br:1][C:2]1[CH:3]=[N:4][C:5]2[N:6]([N:8]=[C:9]([C:11]([OH:13])=O)[CH:10]=2)[CH:7]=1.[CH3:14][O:15][C:16]1[C:21]([C:22]2[CH:31]=[CH:30][CH:29]=[C:28]3[C:23]=2[CH2:24][CH2:25][NH:26][CH:27]3[CH3:32])=[CH:20][CH:19]=[C:18]([O:33][CH3:34])[N:17]=1, predict the reaction product. The product is: [Br:1][C:2]1[CH:3]=[N:4][C:5]2[N:6]([N:8]=[C:9]([C:11]([N:26]3[CH2:25][CH2:24][C:23]4[C:28](=[CH:29][CH:30]=[CH:31][C:22]=4[C:21]4[C:16]([O:15][CH3:14])=[N:17][C:18]([O:33][CH3:34])=[CH:19][CH:20]=4)[CH:27]3[CH3:32])=[O:13])[CH:10]=2)[CH:7]=1. (3) Given the reactants [CH3:1][C:2]1[O:6][C:5]([NH2:7])=[N:4][N:3]=1.Cl[C:9]([O:11][C:12]1[CH:17]=[CH:16][CH:15]=[CH:14][CH:13]=1)=[O:10], predict the reaction product. The product is: [CH3:1][C:2]1[O:6][C:5]([NH:7][C:9](=[O:10])[O:11][C:12]2[CH:17]=[CH:16][CH:15]=[CH:14][CH:13]=2)=[N:4][N:3]=1. (4) Given the reactants [CH2:1]([C@H:3]1[CH2:8][N:7]([CH3:9])[CH2:6][CH2:5][N:4]1[C:10]1[N:14]([CH3:15])[N:13]=[CH:12][C:11]=1[NH2:16])[CH3:2].C(OC([NH:24][C:25]1[S:29][C:28]([C:30]2[C:35]([F:36])=[CH:34][CH:33]=[CH:32][C:31]=2[F:37])=[N:27][C:26]=1[C:38](O)=[O:39])=O)(C)(C)C, predict the reaction product. The product is: [NH2:24][C:25]1[S:29][C:28]([C:30]2[C:35]([F:36])=[CH:34][CH:33]=[CH:32][C:31]=2[F:37])=[N:27][C:26]=1[C:38]([NH:16][C:11]1[CH:12]=[N:13][N:14]([CH3:15])[C:10]=1[N:4]1[CH2:5][CH2:6][N:7]([CH3:9])[CH2:8][C@@H:3]1[CH2:1][CH3:2])=[O:39]. (5) Given the reactants [OH:1][C:2]1[CH:9]=[CH:8][C:5]([C:6]#[N:7])=[CH:4][CH:3]=1.[CH3:10][C:11](C)([O-])[CH3:12].[K+].BrCC=C.[OH-].[Na+], predict the reaction product. The product is: [CH2:12]([O:1][C:2]1[CH:9]=[CH:8][C:5]([C:6]#[N:7])=[CH:4][CH:3]=1)[CH:11]=[CH2:10]. (6) The product is: [CH:25]([NH:28][C:29]([NH:12][C:7]1[CH:8]=[C:9]2[C:4](=[CH:5][CH:6]=1)[N:3]=[C:2]([NH:22][CH2:21][C:20]1[CH:23]=[CH:24][C:17]([O:16][CH3:15])=[CH:18][CH:19]=1)[CH:11]=[CH:10]2)=[O:30])([CH3:27])[CH3:26]. Given the reactants Cl[C:2]1[CH:11]=[CH:10][C:9]2[C:4](=[CH:5][CH:6]=[C:7]([N+:12]([O-])=O)[CH:8]=2)[N:3]=1.[CH3:15][O:16][C:17]1[CH:24]=[CH:23][C:20]([CH2:21][NH2:22])=[CH:19][CH:18]=1.[CH:25]([N:28]=[C:29]=[O:30])([CH3:27])[CH3:26], predict the reaction product. (7) Given the reactants [CH3:1][N:2]1[CH2:7][CH2:6][NH:5][CH2:4][CH2:3]1.[CH:18]([O:17]B([O:17][CH:18]([CH3:20])[CH3:19])[O:17][CH:18]([CH3:20])[CH3:19])([CH3:20])[CH3:19].[Li][CH2:22][CH2:23]CC.I[C:27]1[CH:28]=[N:29][CH:30]=[C:31]([C:34]=1[NH:35][C:36]1[C:37]([CH3:45])=[C:38]2[C:42](=[CH:43][CH:44]=1)[NH:41][CH:40]=[CH:39]2)[C:32]#[N:33].C([O-])([O-])=O.[Na+].[Na+], predict the reaction product. The product is: [CH3:45][C:37]1[C:36]([NH:35][C:34]2[C:31]([C:32]#[N:33])=[CH:30][N:29]=[CH:28][C:27]=2[C:22]2[CH:20]=[C:18]([CH2:19][N:5]3[CH2:6][CH2:7][N:2]([CH3:1])[CH2:3][CH2:4]3)[O:17][CH:23]=2)=[CH:44][CH:43]=[C:42]2[C:38]=1[CH:39]=[CH:40][NH:41]2.